This data is from Catalyst prediction with 721,799 reactions and 888 catalyst types from USPTO. The task is: Predict which catalyst facilitates the given reaction. Reactant: [Cl:1][C:2]1[CH:3]=[C:4]2[C:8](=[CH:9][CH:10]=1)[N:7]([CH:11]([CH2:15][CH:16]1[CH2:20][CH2:19][CH2:18][CH2:17]1)[C:12]([OH:14])=O)[C:6](=[O:21])[C:5]2=[O:22].C1(CC(N2C3C(=CC(OC(F)(F)F)=CC=3)CC2=O)C([NH:32][C:33]2SC=C[N:37]=2)=O)CCCC1.C([N:56]([CH:59]([CH3:61])C)[CH2:57][CH3:58])(C)C.F[P-](F)(F)(F)(F)F.N1(O[P+](N(C)C)(N(C)C)N(C)C)C2C=CC=C[C:72]=2N=N1.[C:89]([O:92][CH2:93]C)(=[O:91])[CH3:90]. Product: [Cl:1][C:2]1[CH:3]=[C:4]2[C:8](=[CH:9][CH:10]=1)[N:7]([CH:11]([CH2:15][CH:16]1[CH2:17][CH2:18][CH2:19][CH2:20]1)[C:12]([NH:37][C:33]1[CH:61]=[CH:59][N:56]([CH2:57][C@@H:58]3[CH2:93][O:92][C:89]([CH3:72])([CH3:90])[O:91]3)[N:32]=1)=[O:14])[C:6](=[O:21])[C:5]2=[O:22]. The catalyst class is: 9.